From a dataset of NCI-60 drug combinations with 297,098 pairs across 59 cell lines. Regression. Given two drug SMILES strings and cell line genomic features, predict the synergy score measuring deviation from expected non-interaction effect. Drug 1: CC(C)(C#N)C1=CC(=CC(=C1)CN2C=NC=N2)C(C)(C)C#N. Drug 2: N.N.Cl[Pt+2]Cl. Cell line: OVCAR3. Synergy scores: CSS=22.6, Synergy_ZIP=-1.79, Synergy_Bliss=-2.46, Synergy_Loewe=-3.10, Synergy_HSA=-3.62.